Dataset: Experimentally validated miRNA-target interactions with 360,000+ pairs, plus equal number of negative samples. Task: Binary Classification. Given a miRNA mature sequence and a target amino acid sequence, predict their likelihood of interaction. (1) The miRNA is mmu-miR-129-5p with sequence CUUUUUGCGGUCUGGGCUUGC. The protein sequence of the target gene is MAENNENISKNVDVRPKTSRSRSADRKDGYVWSGKKLSWSKKSESYSDAETVNGIEKTEVSLRNQERKHSCSSIELDLDHSCGHRFLGRSLKQKLQDAVGQCFPIKNCSSRHSSGLPSKRKIHISELMLDKCPFPPRSDLAFRWHFIKRHTAPINSKSDEWVSTDLSQTELRDGQLKRRNMEENINCFSHTNVQPCVITTDNALCREGPMTGSVMNLVSNNSIEDSDMDSDDEILTLCTSSRKRNKPKWDLDDEILQLETPPKYHTQIDYVHCLVPDLLQINNNPCYWGVMDKYAAEALL.... Result: 0 (no interaction). (2) The protein sequence of the target gene is MAGEITETGELYSPYVGLVYMFNLIVGTGALTMPKAFATAGWLVSLVLLVFVGFMSFVTTTFAMEAMAAANAQLRWKRMETHKEEDDEDSSTASDSDLLSQDNYERAEKRPILSVQRRSSANLFEITDRVEMGQMASMFFNKVGVNLFYFCIITYLYGDLAIYAAAVPVSLMQVTCSVSGNDSCGVDTDARYNDTDLCWGPLRRVDVYRIYLAIFTVLLGPFTFFDVQKTKYLQILTSMMRWIAFAIMIVLALVRIGKGQGEGHPPLANFLGVQNLFGVCVYSFMCQHSLPSLITPISSK.... The miRNA is hsa-miR-5787 with sequence GGGCUGGGGCGCGGGGAGGU. Result: 0 (no interaction). (3) The protein sequence of the target gene is MATLLRPVLRRLCGLPGLQRPAAEMPLRARSDGAGPLYSHHLPTSPLQKGLLAAGSAAMALYNPYRHDMVAVLGETTGHRTLKVLRDQMRRDPEGAQILQERPRISTSTLDLGKLQSLPEGSLGREYLRFLDVNRVSPDTRAPTRFVDDEELAYVIQRYREVHDMLHTLLGMPTNILGEIVVKWFEAVQTGLPMCILGAFFGPIRLGAQSLQVLVSELIPWAVQNGRRAPCVLNLYYERRWEQSLRALREELGITAPPMHVQGLA. The miRNA is hsa-miR-708-5p with sequence AAGGAGCUUACAAUCUAGCUGGG. Result: 0 (no interaction). (4) The miRNA is hsa-miR-6088 with sequence AGAGAUGAAGCGGGGGGGCG. The protein sequence of the target gene is MVRTKANYVPGAYRKAVASQAPRKVLGSSTFVTNSSSSSRKAENKYAGGNPVCVRPTPKWQKGIGEFFRLSPKESKKENQAPEEAGTSGLGKAKRKACPLQPDHRDDENE. Result: 0 (no interaction). (5) The miRNA is mmu-miR-29c-3p with sequence UAGCACCAUUUGAAAUCGGUUA. The protein sequence of the target gene is MLERPPALAMPMPTEGTPPPLSGTPIPVPAYFRHAEPGFSLKRPRGLSRSLPPPPPAKGSIPISRLFPPRTPGWHQLQPRRVSFRGEASETLQSPGYDPSRPESFFQQSFQRLSRLGHGSYGEVFKVRSKEDGRLYAVKRSMSPFRGPKDRARKLAEVGSHEKVGQHPCCVRLEQAWEEGGILYLQTELCGPSLQQHCEAWGASLPEAQVWGYLRDTLLALAHLHSQGLVHLDVKPANIFLGPRGRCKLGDFGLLVELGTAGAGEVQEGDPRYMAPELLQGSYGTAADVFSLGLTILEVA.... Result: 0 (no interaction). (6) The miRNA is hsa-miR-6771-5p with sequence CUCGGGAGGGCAUGGGCCAGGC. The protein sequence of the target gene is MEEEEYEQIPQENPPEELSQDPVLELSGGLREKEQKTPRRLRLILMGKTGSGKSATGNSILGRDVFESKLSTRPVTKTSQRRSREWAGKELEVIDTPNILSPQVSPEVADAICQAIVLSAPGPHAVLLVTQLGRFTDEDQQVVRRLQEVFGVGVLGHTILVFTRKEDLAGGSLEDYVRETNNQALAWLDVTLARRHCGFNNRAQGEEQEAQLRELMEKVEAIMWENEGDYYSNKAYQYTQQNFRLKELQERQVSQGQGSEDVPGEESWLEGLSQIQKESEEAHRCLLGKADL. Result: 0 (no interaction). (7) The miRNA is mmu-miR-3090-3p with sequence UCCCAGGUGACACCCUGACUCA. The protein sequence of the target gene is MEPGAAELYDQALLGILQHVGNVQDFLRVLFGFLYRKTDFYRLLRHPSDRMGFPPGAAQALVLQVFKTFDHMARQDDEKRKKELEEKIRKKEEEAKALPAAETEKVAVPVPVQEVEIDAAADLSGPQEVEKEEPPGSQDPEHTVTHGLEKAEAPGTVSSAAEGPKDPPVLPRIQEQFQKNPDSYNGAIRENYIWSQDYTDLEVRVPVPKHVMKGKQVSVALSSGTIRVAMVEENGERVLMEGKLTHKINTESSLWSLEPGRCVLVNLSKVGEYWWSAILEGEEPIDIDKINKERSMATVD.... Result: 0 (no interaction).